This data is from Full USPTO retrosynthesis dataset with 1.9M reactions from patents (1976-2016). The task is: Predict the reactants needed to synthesize the given product. (1) Given the product [C:1]([O:5][C:6]([C:8]1[CH:13]=[CH:12][CH:11]=[C:10]([CH:15]=[CH2:16])[N:9]=1)=[O:7])([CH3:4])([CH3:3])[CH3:2], predict the reactants needed to synthesize it. The reactants are: [C:1]([O:5][C:6]([C:8]1[CH:13]=[CH:12][CH:11]=[C:10](Br)[N:9]=1)=[O:7])([CH3:4])([CH3:3])[CH3:2].[CH2:15](OB(C=C)OCCCC)[CH2:16]CC.CC(C)([O-])C.[K+]. (2) Given the product [Br:1][C:2]1[CH:7]=[C:6]([O:14][CH3:13])[C:5]([F:9])=[CH:4][C:3]=1[N+:10]([O-:12])=[O:11], predict the reactants needed to synthesize it. The reactants are: [Br:1][C:2]1[CH:7]=[C:6](F)[C:5]([F:9])=[CH:4][C:3]=1[N+:10]([O-:12])=[O:11].[CH3:13][O-:14].[Na+]. (3) The reactants are: [CH2:1]([O:8][C:9]([NH:11][NH2:12])=[O:10])[C:2]1[CH:7]=[CH:6][CH:5]=[CH:4][CH:3]=1.C(N(CC)CC)C.[C:20]([O:23][CH2:24][C:25](Cl)=[O:26])(=[O:22])[CH3:21].O. Given the product [CH2:1]([O:8][C:9]([NH:11][NH:12][C:25](=[O:26])[CH2:24][O:23][C:20](=[O:22])[CH3:21])=[O:10])[C:2]1[CH:7]=[CH:6][CH:5]=[CH:4][CH:3]=1, predict the reactants needed to synthesize it. (4) Given the product [Cl:20][C:21]1[CH:22]=[CH:23][C:24]([CH2:25][NH:26][C:27]([N:16]2[CH2:17][CH2:18][N:13]([CH2:12][C:8]3[CH:7]=[C:6]4[C:11]([C:2]([NH2:1])=[N:3][CH:4]=[N:5]4)=[CH:10][CH:9]=3)[C:14](=[O:19])[CH2:15]2)=[O:28])=[CH:29][CH:30]=1, predict the reactants needed to synthesize it. The reactants are: [NH2:1][C:2]1[C:11]2[C:6](=[CH:7][C:8]([CH2:12][N:13]3[CH2:18][CH2:17][NH:16][CH2:15][C:14]3=[O:19])=[CH:9][CH:10]=2)[N:5]=[CH:4][N:3]=1.[Cl:20][C:21]1[CH:30]=[CH:29][C:24]([CH2:25][N:26]=[C:27]=[O:28])=[CH:23][CH:22]=1. (5) Given the product [Cl:1][C:2]1[CH:3]=[C:4]([Cl:19])[C:5]2[O:9][C:8]([C:10]3[CH:11]=[CH:12][C:13]([OH:16])=[CH:14][CH:15]=3)=[CH:7][C:6]=2[CH:18]=1, predict the reactants needed to synthesize it. The reactants are: [Cl:1][C:2]1[CH:3]=[C:4]([Cl:19])[C:5]2[O:9][C:8]([C:10]3[CH:15]=[CH:14][C:13]([O:16]C)=[CH:12][CH:11]=3)=[CH:7][C:6]=2[CH:18]=1.Cl.N1C=CC=CC=1. (6) Given the product [F:7][C:8]1[CH:9]=[C:10]([CH:24]=[C:25]([O:27][C:28]2[CH:33]=[CH:32][CH:31]=[CH:30][CH:29]=2)[CH:26]=1)[CH2:11][O:12][C:13]12[CH2:19][C:16]([CH2:20][CH2:21][OH:22])([CH2:17][CH2:18]1)[CH2:15][CH2:14]2, predict the reactants needed to synthesize it. The reactants are: B.C1COCC1.[F:7][C:8]1[CH:9]=[C:10]([CH:24]=[C:25]([O:27][C:28]2[CH:33]=[CH:32][CH:31]=[CH:30][CH:29]=2)[CH:26]=1)[CH2:11][O:12][C:13]12[CH2:19][C:16]([CH2:20][C:21](O)=[O:22])([CH2:17][CH2:18]1)[CH2:15][CH2:14]2. (7) Given the product [Br:31][C:26]1[C:27]([F:30])=[C:28]([F:29])[C:23]([C:18]2[C:17]([F:34])=[C:16]([F:35])[C:15]([N:50]([C:48]3[C:49]4[C:40]([CH:41]=[C:42]5[C:47]=3[CH:46]=[CH:45][CH:44]=[CH:43]5)=[CH:39][CH:38]=[CH:37][CH:36]=4)[C:51]3[CH:52]=[CH:53][CH:54]=[CH:55][CH:56]=3)=[C:20]([F:21])[C:19]=2[F:22])=[C:24]([F:33])[C:25]=1[F:32], predict the reactants needed to synthesize it. The reactants are: C(P(C(C)(C)C)C(C)(C)C)(C)(C)C.Br[C:15]1[C:20]([F:21])=[C:19]([F:22])[C:18]([C:23]2[C:28]([F:29])=[C:27]([F:30])[C:26]([Br:31])=[C:25]([F:32])[C:24]=2[F:33])=[C:17]([F:34])[C:16]=1[F:35].[CH:36]1[C:49]2[C:40](=[CH:41][C:42]3[C:47]([C:48]=2[NH:50][C:51]2[CH:56]=[CH:55][CH:54]=[CH:53][CH:52]=2)=[CH:46][CH:45]=[CH:44][CH:43]=3)[CH:39]=[CH:38][CH:37]=1.CC(C)([O-])C.[Na+]. (8) Given the product [C:1]([C:5]1[CH:6]=[CH:7][C:8]([S:17]([Cl:16])(=[O:19])=[O:18])=[C:9]([CH3:11])[CH:10]=1)([CH3:4])([CH3:3])[CH3:2], predict the reactants needed to synthesize it. The reactants are: [C:1]([C:5]1[CH:6]=[C:7](C)[CH:8]=[C:9]([C:11](C)(C)C)[CH:10]=1)([CH3:4])([CH3:3])[CH3:2].[Cl:16][S:17](O)(=[O:19])=[O:18]. (9) Given the product [Cl:1][C:2]1[C:3]([N:9]([CH2:24][C:25]2[CH:30]=[CH:29][C:28]([CH3:31])=[C:27]([F:32])[CH:26]=2)[S:10]([C:13]2[CH:14]=[CH:15][C:16]([C:17]([O:19][CH3:20])=[O:18])=[CH:21][CH:22]=2)(=[O:12])=[O:11])=[N:4][CH:5]=[C:6]([Cl:8])[CH:7]=1, predict the reactants needed to synthesize it. The reactants are: [Cl:1][C:2]1[C:3]([NH:9][S:10]([C:13]2[CH:22]=[CH:21][C:16]([C:17]([O:19][CH3:20])=[O:18])=[CH:15][CH:14]=2)(=[O:12])=[O:11])=[N:4][CH:5]=[C:6]([Cl:8])[CH:7]=1.Br[CH2:24][C:25]1[CH:30]=[CH:29][C:28]([CH3:31])=[C:27]([F:32])[CH:26]=1. (10) Given the product [CH2:25]([O:24][C:20]1([O:21][CH2:22][CH3:23])[CH2:12][CH2:11][CH:10]([CH2:9][O:8][CH2:1][C:2]2[CH:3]=[CH:4][CH:5]=[CH:6][CH:7]=2)[CH2:15][CH2:14]1)[CH3:26], predict the reactants needed to synthesize it. The reactants are: [CH2:1]([O:8][CH2:9][CH:10]1[CH2:15][CH2:14]C(=O)[CH2:12][CH2:11]1)[C:2]1[CH:7]=[CH:6][CH:5]=[CH:4][CH:3]=1.C(O[CH:20]([O:24][CH2:25][CH3:26])[O:21][CH2:22][CH3:23])C.C1(C)C=CC(S(O)(=O)=O)=CC=1.C(N(CC)CC)C.